Dataset: Reaction yield outcomes from USPTO patents with 853,638 reactions. Task: Predict the reaction yield, written as a fraction of the theoretical maximum amount of product (1.0 means a 100% yield; for example, 0.34 means a 34% yield). (1) The product is [F:28][C:25]([F:26])([F:27])[C:23]1[CH:22]=[C:5]([CH:4]=[C:3]([C:2]([F:1])([F:29])[F:30])[CH:24]=1)[CH2:6][O:7][CH2:8][C@H:9]1[C@H:14]([C:15]2[CH:16]=[CH:17][C:18]([F:21])=[CH:19][CH:20]=2)[CH2:13][CH2:12][N:11]([CH2:32][C:33]#[N:34])[CH2:10]1. The reactants are [F:1][C:2]([F:30])([F:29])[C:3]1[CH:4]=[C:5]([CH:22]=[C:23]([C:25]([F:28])([F:27])[F:26])[CH:24]=1)[CH2:6][O:7][CH2:8][C@H:9]1[C@H:14]([C:15]2[CH:20]=[CH:19][C:18]([F:21])=[CH:17][CH:16]=2)[CH2:13][CH2:12][NH:11][CH2:10]1.Br[CH2:32][C:33]#[N:34].C(=O)([O-])[O-].[K+].[K+]. The yield is 0.997. The catalyst is C(#N)C. (2) The reactants are [N:1]([CH2:4][C@@H:5]([NH:9][C:10](=[O:16])[O:11][C:12]([CH3:15])([CH3:14])[CH3:13])[CH2:6][O:7][CH3:8])=[N+]=[N-]. The catalyst is CO.[Pd]. The product is [NH2:1][CH2:4][C@@H:5]([NH:9][C:10](=[O:16])[O:11][C:12]([CH3:14])([CH3:13])[CH3:15])[CH2:6][O:7][CH3:8]. The yield is 0.194. (3) The reactants are [NH:1]1[C:5]2[CH:6]=[CH:7][CH:8]=[CH:9][C:4]=2[N:3]=[C:2]1[C:10]([N:12]1[CH2:15][CH:14]([C:16]2[C:21]([Cl:22])=[N:20][CH:19]=[CH:18][N:17]=2)[CH2:13]1)=[O:11].[H-].[Na+].[F:25][C:26]([F:30])([F:29])[CH2:27]I. The product is [Cl:22][C:21]1[C:16]([CH:14]2[CH2:13][N:12]([C:10]([C:2]3[N:3]([CH2:27][C:26]([F:30])([F:29])[F:25])[C:4]4[CH:9]=[CH:8][CH:7]=[CH:6][C:5]=4[N:1]=3)=[O:11])[CH2:15]2)=[N:17][CH:18]=[CH:19][N:20]=1. The yield is 0.900. The catalyst is CN(C=O)C. (4) The reactants are [F:1][C:2]1[CH:11]=[C:10]([NH:12][C:13]([C:15]2[S:16][C:17]([CH:23]([CH3:25])[CH3:24])=[C:18]([CH:20]([CH3:22])[CH3:21])[CH:19]=2)=[O:14])[CH:9]=[CH:8][C:3]=1[C:4]([O:6]C)=[O:5]. The catalyst is [OH-].[Na+]. The product is [F:1][C:2]1[CH:11]=[C:10]([NH:12][C:13]([C:15]2[S:16][C:17]([CH:23]([CH3:25])[CH3:24])=[C:18]([CH:20]([CH3:21])[CH3:22])[CH:19]=2)=[O:14])[CH:9]=[CH:8][C:3]=1[C:4]([OH:6])=[O:5]. The yield is 0.830. (5) The reactants are [F:1][C:2]1[CH:7]=[CH:6][C:5]([N:8]2[C:12]([CH2:13][CH:14]([CH3:16])[CH3:15])=[CH:11][C:10]([CH2:17][NH2:18])=[N:9]2)=[CH:4][CH:3]=1.C(N(CC)CC)C.[C:26]1([S:32](Cl)(=[O:34])=[O:33])[CH:31]=[CH:30][CH:29]=[CH:28][CH:27]=1.O. The catalyst is ClCCl. The product is [CH2:13]([C:12]1[N:8]([C:5]2[CH:4]=[CH:3][C:2]([F:1])=[CH:7][CH:6]=2)[N:9]=[C:10]([CH2:17][NH:18][S:32]([C:26]2[CH:31]=[CH:30][CH:29]=[CH:28][CH:27]=2)(=[O:34])=[O:33])[CH:11]=1)[CH:14]([CH3:15])[CH3:16]. The yield is 0.823. (6) The reactants are CS(C)=O.C(Cl)(=O)C(Cl)=O.[OH:11][CH:12]([C:24]([CH3:27])([CH3:26])[CH3:25])[CH2:13][CH:14]1[O:18][N:17]=[C:16]([C:19]([O:21][CH2:22][CH3:23])=[O:20])[CH2:15]1.C(N(CC)CC)C. The catalyst is ClCCl. The product is [CH3:26][C:24]([CH3:25])([CH3:27])[C:12](=[O:11])[CH2:13][CH:14]1[O:18][N:17]=[C:16]([C:19]([O:21][CH2:22][CH3:23])=[O:20])[CH2:15]1. The yield is 0.730.